This data is from HIV replication inhibition screening data with 41,000+ compounds from the AIDS Antiviral Screen. The task is: Binary Classification. Given a drug SMILES string, predict its activity (active/inactive) in a high-throughput screening assay against a specified biological target. (1) The molecule is CN1C(=O)C2N(CSC2(C)C)C1=S. The result is 0 (inactive). (2) The result is 0 (inactive). The molecule is COC(=O)c1cc(C(=CCCCCO)c2cc(Cl)c(OC)c(C(=O)OC)c2)cc(Cl)c1OC.